Dataset: NCI-60 drug combinations with 297,098 pairs across 59 cell lines. Task: Regression. Given two drug SMILES strings and cell line genomic features, predict the synergy score measuring deviation from expected non-interaction effect. (1) Drug 1: CN(C)C1=NC(=NC(=N1)N(C)C)N(C)C. Drug 2: CC1=C(C(=O)C2=C(C1=O)N3CC4C(C3(C2COC(=O)N)OC)N4)N. Cell line: M14. Synergy scores: CSS=25.1, Synergy_ZIP=-11.0, Synergy_Bliss=-9.79, Synergy_Loewe=-82.2, Synergy_HSA=-12.4. (2) Drug 1: C1=CC(=C2C(=C1NCCNCCO)C(=O)C3=C(C=CC(=C3C2=O)O)O)NCCNCCO. Drug 2: CC1CCC2CC(C(=CC=CC=CC(CC(C(=O)C(C(C(=CC(C(=O)CC(OC(=O)C3CCCCN3C(=O)C(=O)C1(O2)O)C(C)CC4CCC(C(C4)OC)O)C)C)O)OC)C)C)C)OC. Cell line: ACHN. Synergy scores: CSS=58.0, Synergy_ZIP=-4.76, Synergy_Bliss=-4.13, Synergy_Loewe=0.872, Synergy_HSA=2.10. (3) Drug 1: CNC(=O)C1=CC=CC=C1SC2=CC3=C(C=C2)C(=NN3)C=CC4=CC=CC=N4. Drug 2: CCC(=C(C1=CC=CC=C1)C2=CC=C(C=C2)OCCN(C)C)C3=CC=CC=C3.C(C(=O)O)C(CC(=O)O)(C(=O)O)O. Cell line: DU-145. Synergy scores: CSS=1.03, Synergy_ZIP=1.10, Synergy_Bliss=3.91, Synergy_Loewe=0.665, Synergy_HSA=1.17. (4) Drug 1: C1=CC(=CC=C1CCC2=CNC3=C2C(=O)NC(=N3)N)C(=O)NC(CCC(=O)O)C(=O)O. Drug 2: C1C(C(OC1N2C=NC3=C(N=C(N=C32)Cl)N)CO)O. Cell line: UO-31. Synergy scores: CSS=13.9, Synergy_ZIP=-9.12, Synergy_Bliss=-9.75, Synergy_Loewe=-8.01, Synergy_HSA=-7.52. (5) Drug 1: C1=CN(C=N1)CC(O)(P(=O)(O)O)P(=O)(O)O. Drug 2: C1=NC2=C(N1)C(=S)N=CN2. Cell line: U251. Synergy scores: CSS=26.7, Synergy_ZIP=0.467, Synergy_Bliss=0.962, Synergy_Loewe=-12.1, Synergy_HSA=1.63. (6) Drug 1: C1CCC(C1)C(CC#N)N2C=C(C=N2)C3=C4C=CNC4=NC=N3. Drug 2: C(CN)CNCCSP(=O)(O)O. Cell line: SNB-75. Synergy scores: CSS=-3.85, Synergy_ZIP=1.09, Synergy_Bliss=-4.39, Synergy_Loewe=-7.50, Synergy_HSA=-7.99. (7) Drug 1: CC12CCC3C(C1CCC2=O)CC(=C)C4=CC(=O)C=CC34C. Drug 2: C(CC(=O)O)C(=O)CN.Cl. Cell line: MCF7. Synergy scores: CSS=27.6, Synergy_ZIP=0.451, Synergy_Bliss=0.284, Synergy_Loewe=-12.8, Synergy_HSA=-0.774.